Dataset: Full USPTO retrosynthesis dataset with 1.9M reactions from patents (1976-2016). Task: Predict the reactants needed to synthesize the given product. (1) Given the product [Cl:1][C:2]1[CH:3]=[C:4]([CH2:17][N:18]2[C:22]([CH3:23])=[CH:21][C:20]([C:24]([OH:26])=[O:25])=[N:19]2)[C:5]2[O:9][C:8]([C:10]3[CH:11]=[CH:12][CH:13]=[CH:14][CH:15]=3)=[CH:7][C:6]=2[CH:16]=1, predict the reactants needed to synthesize it. The reactants are: [Cl:1][C:2]1[CH:3]=[C:4]([CH2:17][N:18]2[C:22]([CH3:23])=[CH:21][C:20]([C:24]([O:26]CC)=[O:25])=[N:19]2)[C:5]2[O:9][C:8]([C:10]3[CH:15]=[CH:14][CH:13]=[CH:12][CH:11]=3)=[CH:7][C:6]=2[CH:16]=1.[OH-].[Na+].O. (2) Given the product [CH:45]1([CH2:44][C:40]2[CH:41]=[C:42]([CH3:43])[C:37]([NH:36][C:34]([NH:33][C:21]3[CH:22]=[C:23]([C:26]4[CH:31]=[CH:30][CH:29]=[C:28]([F:32])[CH:27]=4)[CH:24]=[CH:25][C:20]=3[C:18]([NH:17][C@H:16]([C:48]([O:50][CH3:51])=[O:49])[C@@H:15]([CH3:52])[O:14][C:11]([CH3:10])([CH3:12])[CH3:13])=[O:19])=[O:35])=[C:38]([CH3:47])[CH:39]=2)[CH2:1][CH2:46]1, predict the reactants needed to synthesize it. The reactants are: [CH3:1]N(N=O)C(N)=O.[OH-].[K+].[CH3:10][C:11]([O:14][C@H:15]([CH3:52])[C@@H:16]([C:48]([O:50][CH3:51])=[O:49])[NH:17][C:18]([C:20]1[CH:25]=[CH:24][C:23]([C:26]2[CH:31]=[CH:30][CH:29]=[C:28]([F:32])[CH:27]=2)=[CH:22][C:21]=1[NH:33][C:34]([NH:36][C:37]1[C:42]([CH3:43])=[CH:41][C:40]([CH2:44][CH:45]=[CH2:46])=[CH:39][C:38]=1[CH3:47])=[O:35])=[O:19])([CH3:13])[CH3:12].[N+](=C)=[N-]. (3) Given the product [CH3:1][N:2]1[C:14]2[CH2:13][CH2:12][C:11](=[CH2:16])[C:10](=[O:15])[C:9]=2[C:8]2[C:3]1=[CH:4][CH:5]=[CH:6][CH:7]=2, predict the reactants needed to synthesize it. The reactants are: [CH3:1][N:2]1[C:14]2[CH2:13][CH2:12][CH2:11][C:10](=[O:15])[C:9]=2[C:8]2[C:3]1=[CH:4][CH:5]=[CH:6][CH:7]=2.[CH2:16]=O.Cl. (4) Given the product [CH2:27]([O:26][C:24]([NH:14][C:5]1[CH:6]=[C:7]([C:8]([O:10][CH3:11])=[O:9])[CH:12]=[CH:13][C:4]=1[C:3]([O:2][CH3:1])=[O:15])=[O:25])[CH3:28], predict the reactants needed to synthesize it. The reactants are: [CH3:1][O:2][C:3](=[O:15])[C:4]1[CH:13]=[CH:12][C:7]([C:8]([O:10][CH3:11])=[O:9])=[CH:6][C:5]=1[NH2:14].CN1CCOCC1.Cl[C:24]([O:26][CH2:27][CH3:28])=[O:25].S(=O)(=O)(O)O. (5) Given the product [F:10][C:11]1[CH:16]=[CH:15][C:14]([NH:17][C:18]2[N:19]([CH3:34])[C:20]3[C:29]4[C:28](=[O:30])[NH:27][C:5]([CH:6]=[O:1])=[C:25]([CH3:26])[C:24]=4[CH:23]=[CH:22][C:21]=3[N:33]=2)=[C:13]([CH3:35])[CH:12]=1, predict the reactants needed to synthesize it. The reactants are: [O:1]1[CH2:6][CH2:5]OCC1.[Se](=O)=O.[F:10][C:11]1[CH:16]=[CH:15][C:14]([NH:17][C:18]2[N:19]([CH3:34])[C:20]3[C:29]4[C:28](=[O:30])[NH:27][C:26](C)=[C:25](C)[C:24]=4[CH:23]=[CH:22][C:21]=3[N:33]=2)=[C:13]([CH3:35])[CH:12]=1.[Se]. (6) Given the product [CH3:11][NH:12][CH2:14][CH2:15][C@H:16]([O:22][C:23]1[CH:24]=[CH:25][CH:26]=[C:27]2[CH:28]=[CH:29][CH:30]=[CH:31][C:32]=12)[C:17]1[S:18][CH:19]=[CH:20][CH:21]=1, predict the reactants needed to synthesize it. The reactants are: [OH-].[Na+].O.C1(O[C:11](=O)[N:12]([CH2:14][CH2:15][C@H:16]([O:22][C:23]2[C:32]3[C:27](=[CH:28][CH:29]=[CH:30][CH:31]=3)[CH:26]=[CH:25][CH:24]=2)[C:17]2[S:18][CH:19]=[CH:20][CH:21]=2)C)C=CC=CC=1. (7) Given the product [CH3:1][N:2]1[C:7]2=[CH:8][N:9]([CH2:14][CH2:15][S:16][C:17]([C:30]3[CH:35]=[CH:34][CH:33]=[CH:32][CH:31]=3)([C:24]3[CH:29]=[CH:28][CH:27]=[CH:26][CH:25]=3)[C:18]3[CH:23]=[CH:22][CH:21]=[CH:20][CH:19]=3)[C:10]([C:40]3[S:41][CH:42]=[C:43]([C:45]([O:47][CH2:48][CH3:49])=[O:46])[N:44]=3)=[C:6]2[C:5](=[O:36])[N:4]([CH3:37])[C:3]1=[O:38], predict the reactants needed to synthesize it. The reactants are: [CH3:1][N:2]1[C:7]2=[CH:8][N:9]([CH2:14][CH2:15][S:16][C:17]([C:30]3[CH:35]=[CH:34][CH:33]=[CH:32][CH:31]=3)([C:24]3[CH:29]=[CH:28][CH:27]=[CH:26][CH:25]=3)[C:18]3[CH:23]=[CH:22][CH:21]=[CH:20][CH:19]=3)[C:10](B(O)O)=[C:6]2[C:5](=[O:36])[N:4]([CH3:37])[C:3]1=[O:38].Br[C:40]1[S:41][CH:42]=[C:43]([C:45]([O:47][CH2:48][CH3:49])=[O:46])[N:44]=1.C(=O)([O-])O.[Na+]. (8) Given the product [CH3:1][C:2]1[CH:7]=[C:6]([N:8]2[CH2:9][CH2:10][N:11]([NH2:14])[CH2:12][CH2:13]2)[CH:5]=[CH:4][N:3]=1, predict the reactants needed to synthesize it. The reactants are: [CH3:1][C:2]1[CH:7]=[C:6]([N:8]2[CH2:13][CH2:12][N:11]([N:14]=O)[CH2:10][CH2:9]2)[CH:5]=[CH:4][N:3]=1.